Dataset: Reaction yield outcomes from USPTO patents with 853,638 reactions. Task: Predict the reaction yield, written as a fraction of the theoretical maximum amount of product (1.0 means a 100% yield; for example, 0.34 means a 34% yield). (1) The reactants are [CH3:1][C:2]1[CH:7]=[CH:6][N:5]=[C:4]([NH:8][C:9]2[N:14]=[C:13]([C:15]3[S:19][C:18]([CH:20]=[O:21])=[CH:17][CH:16]=3)[CH:12]=[CH:11][CH:10]=2)[CH:3]=1.O.O1CCC[CH2:24]1. No catalyst specified. The product is [CH3:1][C:2]1[CH:7]=[CH:6][N:5]=[C:4]([NH:8][C:9]2[N:14]=[C:13]([C:15]3[S:19][C:18]([CH:20]([OH:21])[CH3:24])=[CH:17][CH:16]=3)[CH:12]=[CH:11][CH:10]=2)[CH:3]=1. The yield is 0.620. (2) The reactants are [C:1]([O:5][C:6](=[O:16])[NH:7][C@H:8]1[CH2:13][CH2:12][C@@H:11]([CH2:14][NH2:15])[CH2:10][CH2:9]1)([CH3:4])([CH3:3])[CH3:2].[N+:17]([C:20]1[CH:21]=[C:22]([CH:26]=[CH:27][CH:28]=1)[C:23](Cl)=[O:24])([O-:19])=[O:18]. The catalyst is C(Cl)Cl. The product is [C:1]([O:5][C:6](=[O:16])[NH:7][C@H:8]1[CH2:9][CH2:10][C@@H:11]([CH2:14][NH:15][C:23](=[O:24])[C:22]2[CH:26]=[CH:27][CH:28]=[C:20]([N+:17]([O-:19])=[O:18])[CH:21]=2)[CH2:12][CH2:13]1)([CH3:4])([CH3:2])[CH3:3]. The yield is 0.750. (3) The reactants are N1[C:9]2[C:4](=[CH:5][C:6]([NH:10][N:11]=[C:12]([C:15]#[N:16])[C:13]#[N:14])=[CH:7][CH:8]=2)[CH:3]=N1.NC1C=C2C(=CC=1)[NH:23][N:22]=C2.C(#N)CC#N.O.[NH2:33][NH2:34]. No catalyst specified. The product is [NH:33]1[C:9]2[C:4](=[CH:5][C:6]([NH:10][N:11]=[C:12]3[C:13]([NH2:14])=[N:23][N:22]=[C:15]3[NH2:16])=[CH:7][CH:8]=2)[CH:3]=[N:34]1. The yield is 0.630. (4) The reactants are [I:1][C:2]1[CH:9]=[CH:8][C:5]([C:6]#[N:7])=[CH:4][CH:3]=1.[CH2:10]([Mg]Br)[CH3:11].B(F)(F)F.CCOCC.Cl. The catalyst is CC(C)[O-].[Ti+4].CC(C)[O-].CC(C)[O-].CC(C)[O-].C1COCC1.C(OCC)C. The product is [I:1][C:2]1[CH:9]=[CH:8][C:5]([C:6]2([NH2:7])[CH2:11][CH2:10]2)=[CH:4][CH:3]=1. The yield is 0.230. (5) The reactants are [C:1]([O:5][C:6](=[O:32])[NH:7][C:8]1[S:9][C:10]2[CH:16]=[C:15]([CH2:17][C:18]3[CH:23]=[CH:22][C:21]([NH2:24])=[CH:20][CH:19]=3)[CH:14]=[C:13]([C:25]3[CH:30]=[CH:29][CH:28]=[C:27]([Cl:31])[CH:26]=3)[C:11]=2[N:12]=1)([CH3:4])([CH3:3])[CH3:2].[CH3:33][S:34](Cl)(=[O:36])=[O:35].O. The catalyst is N1C=CC=CC=1. The product is [C:1]([O:5][C:6](=[O:32])[NH:7][C:8]1[S:9][C:10]2[CH:16]=[C:15]([CH2:17][C:18]3[CH:23]=[CH:22][C:21]([NH:24][S:34]([CH3:33])(=[O:36])=[O:35])=[CH:20][CH:19]=3)[CH:14]=[C:13]([C:25]3[CH:30]=[CH:29][CH:28]=[C:27]([Cl:31])[CH:26]=3)[C:11]=2[N:12]=1)([CH3:4])([CH3:2])[CH3:3]. The yield is 0.940. (6) The reactants are [F:1][C:2]1[CH:3]=[C:4]([S:9]([N:12]2[CH2:17][CH2:16][C:15]3=[N:18][NH:19][C:20]([NH2:21])=[C:14]3[CH2:13]2)(=[O:11])=[O:10])[CH:5]=[C:6]([F:8])[CH:7]=1.[F:22][C:23]([F:34])([F:33])[C:24](O[C:24](=[O:25])[C:23]([F:34])([F:33])[F:22])=[O:25]. The catalyst is ClCCl. The product is [F:8][C:6]1[CH:5]=[C:4]([S:9]([N:12]2[CH2:17][CH2:16][C:15]3=[N:18][NH:19][C:20]([NH:21][C:24](=[O:25])[C:23]([F:34])([F:33])[F:22])=[C:14]3[CH2:13]2)(=[O:11])=[O:10])[CH:3]=[C:2]([F:1])[CH:7]=1. The yield is 0.960. (7) The reactants are C([O:8][C:9]1[CH:14]=[CH:13][C:12]([C:15]2[N:23]([CH2:24][O:25][CH2:26][CH2:27][Si:28]([CH3:31])([CH3:30])[CH3:29])[C:22]3[C:21](=[O:32])[N:20]([CH2:33][CH2:34][CH3:35])[C:19](Cl)=[N:18][C:17]=3[N:16]=2)=[CH:11][CH:10]=1)C1C=CC=CC=1.O.C([O-])=O.[NH4+]. The catalyst is CN(C=O)C.[Pd]. The product is [OH:8][C:9]1[CH:10]=[CH:11][C:12]([C:15]2[N:23]([CH2:24][O:25][CH2:26][CH2:27][Si:28]([CH3:29])([CH3:31])[CH3:30])[C:22]3[C:21](=[O:32])[N:20]([CH2:33][CH2:34][CH3:35])[CH:19]=[N:18][C:17]=3[N:16]=2)=[CH:13][CH:14]=1. The yield is 0.800.